The task is: Predict the reactants needed to synthesize the given product.. This data is from Full USPTO retrosynthesis dataset with 1.9M reactions from patents (1976-2016). (1) Given the product [CH2:10]([O:12][C:13]([N:15]1[CH2:16][CH2:17][N:18]([CH:26]([C:22]2[S:21][CH:25]=[CH:24][CH:23]=2)[C:9]#[C:8][C:4]2[CH:5]=[CH:6][CH:7]=[C:2]([Cl:1])[CH:3]=2)[CH2:19][CH2:20]1)=[O:14])[CH3:11], predict the reactants needed to synthesize it. The reactants are: [Cl:1][C:2]1[CH:3]=[C:4]([C:8]#[CH:9])[CH:5]=[CH:6][CH:7]=1.[CH2:10]([O:12][C:13]([N:15]1[CH2:20][CH2:19][NH:18][CH2:17][CH2:16]1)=[O:14])[CH3:11].[S:21]1[CH:25]=[CH:24][CH:23]=[C:22]1[CH:26]=O. (2) The reactants are: [C:1]([C:3]1[CH:8]=[CH:7][C:6]([N:9]2[C:13](=[O:14])[CH:12]=[C:11]([CH3:15])[NH:10]2)=[CH:5][CH:4]=1)#[N:2].[F:16][C:17]([F:25])([F:24])[C:18](=[O:23])[C:19]([O:21][CH3:22])=[O:20]. Given the product [CH3:22][O:21][C:19](=[O:20])[C:18]([OH:23])([C:17]([F:25])([F:24])[F:16])[C:12]1[C:13](=[O:14])[N:9]([C:6]2[CH:5]=[CH:4][C:3]([C:1]#[N:2])=[CH:8][CH:7]=2)[NH:10][C:11]=1[CH3:15], predict the reactants needed to synthesize it. (3) Given the product [CH2:1]([CH:3]1[O:20][C:7]2([CH2:12][CH2:11][NH:10][CH2:9][CH2:8]2)[CH2:6][N:5]([C:21]2[CH:26]=[CH:25][CH:24]=[CH:23][N:22]=2)[CH2:4]1)[CH3:2], predict the reactants needed to synthesize it. The reactants are: [CH2:1]([CH:3]1[O:20][C:7]2([CH2:12][CH2:11][N:10](C(OC(C)(C)C)=O)[CH2:9][CH2:8]2)[CH2:6][N:5]([C:21]2[CH:26]=[CH:25][CH:24]=[CH:23][N:22]=2)[CH2:4]1)[CH3:2].Cl.O1CCOCC1. (4) Given the product [O:30]=[C:29]1[C:28]2[C:23](=[CH:24][CH:25]=[CH:26][CH:27]=2)[C:22](=[O:31])[N:21]1[CH2:20][C@@H:19]([NH:18][C:14]([C:10]1[S:11][C:12]([CH3:13])=[C:8]([C:7]2[N:6]([CH3:17])[N:5]=[CH:4][C:3]=2[CH2:1][CH3:2])[CH:9]=1)=[O:16])[CH2:32][C:33]1[CH:38]=[CH:37][CH:36]=[CH:35][C:34]=1[C:39]([F:41])([F:40])[F:42], predict the reactants needed to synthesize it. The reactants are: [CH2:1]([C:3]1[CH:4]=[N:5][N:6]([CH3:17])[C:7]=1[C:8]1[CH:9]=[C:10]([C:14]([OH:16])=O)[S:11][C:12]=1[CH3:13])[CH3:2].[NH2:18][C@@H:19]([CH2:32][C:33]1[CH:38]=[CH:37][CH:36]=[CH:35][C:34]=1[C:39]([F:42])([F:41])[F:40])[CH2:20][N:21]1[C:29](=[O:30])[C:28]2[C:23](=[CH:24][CH:25]=[CH:26][CH:27]=2)[C:22]1=[O:31].C(N(C(C)C)CC)(C)C.F[P-](F)(F)(F)(F)F.Br[P+](N1CCCC1)(N1CCCC1)N1CCCC1. (5) Given the product [F:63][C:56]1[C:55]([C:52]([CH3:54])([CH3:53])[CH2:51][OH:50])=[CH:62][CH:61]=[CH:60][C:57]=1[CH2:58][N:40]1[CH2:39][CH2:38][C:36]2([O:35][CH2:34][CH2:33][N:32]([C:30]([C:28]3[N:29]=[C:25]([CH:22]([CH3:24])[CH3:23])[S:26][CH:27]=3)=[O:31])[CH2:37]2)[CH2:42][CH2:41]1, predict the reactants needed to synthesize it. The reactants are: C(O[BH-](OC(=O)C)OC(=O)C)(=O)C.[Na+].FC(F)(F)C(O)=O.[CH:22]([C:25]1[S:26][CH:27]=[C:28]([C:30]([N:32]2[CH2:37][C:36]3([CH2:42][CH2:41][NH:40][CH2:39][CH2:38]3)[O:35][CH2:34][CH2:33]2)=[O:31])[N:29]=1)([CH3:24])[CH3:23].[Si]([O:50][CH2:51][C:52]([C:55]1[C:56]([F:63])=[C:57]([CH:60]=[CH:61][CH:62]=1)[CH:58]=O)([CH3:54])[CH3:53])(C(C)(C)C)(C)C.C(O)(=O)C. (6) Given the product [CH:1]1(/[CH:5]=[N:41]/[S:39]([C:35]([CH3:38])([CH3:37])[CH3:36])=[O:40])[CH2:4][CH2:3][CH2:2]1, predict the reactants needed to synthesize it. The reactants are: [CH:1]1([CH2:5]O)[CH2:4][CH2:3][CH2:2]1.CC(OI1(OC(C)=O)(OC(C)=O)OC(=O)C2C=CC=CC1=2)=O.C(=O)([O-])[O-].[Cs+].[Cs+].[C:35]([S@:39]([NH2:41])=[O:40])([CH3:38])([CH3:37])[CH3:36]. (7) The reactants are: [C:1]([O:5][C:6]([CH2:8][NH:9][C:10]1[CH:16]=[CH:15][C:14]([C:17]2[O:18][C:19]3[CH:25]=[CH:24][CH:23]=[CH:22][C:20]=3[N:21]=2)=[CH:13][C:11]=1[NH2:12])=[O:7])([CH3:4])([CH3:3])[CH3:2].[CH:26](=O)[CH3:27].OOS([O-])=O.[K+].C(=O)([O-])[O-].[K+].[K+]. Given the product [O:18]1[C:19]2[CH:25]=[CH:24][CH:23]=[CH:22][C:20]=2[N:21]=[C:17]1[C:14]1[CH:15]=[CH:16][C:10]2[N:9]([CH2:8][C:6]([O:5][C:1]([CH3:4])([CH3:2])[CH3:3])=[O:7])[C:26]([CH3:27])=[N:12][C:11]=2[CH:13]=1, predict the reactants needed to synthesize it. (8) Given the product [CH3:1][C:2]1[NH:3][C:4]2[C:10]([C:11]([NH2:12])=[O:27])=[CH:9][CH:8]=[C:7]([N:13]3[C:21]4[CH2:20][C:19]([CH3:22])([CH3:23])[CH2:18][C:17](=[O:24])[C:16]=4[C:15]([CH3:25])=[N:14]3)[C:5]=2[N:6]=1, predict the reactants needed to synthesize it. The reactants are: [CH3:1][C:2]1[NH:3][C:4]2[C:10]([C:11]#[N:12])=[CH:9][CH:8]=[C:7]([N:13]3[C:21]4[CH2:20][C:19]([CH3:23])([CH3:22])[CH2:18][C:17](=[O:24])[C:16]=4[C:15]([CH3:25])=[N:14]3)[C:5]=2[N:6]=1.C[OH:27].[OH-].[Na+]. (9) The reactants are: Br[C:2]1[N:7]2[CH:8]=[N:9][N:10]=[C:6]2[C:5]([O:11][CH3:12])=[N:4][CH:3]=1.[S:13]1[CH:17]=[CH:16][CH:15]=[C:14]1B(O)O.C([O-])([O-])=O.[Cs+].[Cs+].O1CCOCC1. Given the product [CH3:12][O:11][C:5]1[C:6]2[N:7]([CH:8]=[N:9][N:10]=2)[C:2]([C:14]2[S:13][CH:17]=[CH:16][CH:15]=2)=[CH:3][N:4]=1, predict the reactants needed to synthesize it. (10) The reactants are: Br[CH2:2][CH2:3][CH2:4][CH2:5][CH2:6][CH2:7][CH2:8][C:9]1[C:13]2[N:14]=[C:15]([CH2:30][CH2:31][CH2:32][CH3:33])[N:16]=[C:17]([NH:18]CC3C=CC(OC)=CC=3OC)[C:12]=2[NH:11][N:10]=1.[NH:34]1[CH2:38][CH2:37][CH2:36][CH2:35]1. Given the product [CH2:30]([C:15]1[N:16]=[C:17]([NH2:18])[C:12]2[NH:11][N:10]=[C:9]([CH2:8][CH2:7][CH2:6][CH2:5][CH2:4][CH2:3][CH2:2][N:34]3[CH2:38][CH2:37][CH2:36][CH2:35]3)[C:13]=2[N:14]=1)[CH2:31][CH2:32][CH3:33], predict the reactants needed to synthesize it.